Dataset: hERG potassium channel inhibition data for cardiac toxicity prediction from Karim et al.. Task: Regression/Classification. Given a drug SMILES string, predict its toxicity properties. Task type varies by dataset: regression for continuous values (e.g., LD50, hERG inhibition percentage) or binary classification for toxic/non-toxic outcomes (e.g., AMES mutagenicity, cardiotoxicity, hepatotoxicity). Dataset: herg_karim. (1) The drug is Cc1nn(CCOCC(F)(F)F)c2c(Nc3ccncn3)nc(N3CCNC(C)C3)nc12. The result is 1 (blocker). (2) The molecule is COC1COCCC1N[C@@H]1C[C@H]2CN(C(=O)OCCN3CCCC3)C[C@@]2(C(=O)N2CCc3ncc(C(F)(F)F)cc3C2)C1. The result is 0 (non-blocker). (3) The drug is [NH3+][C@H]1CC(C(=O)N2CCn3c(nnc3C(F)(F)F)C2)=CC[C@@H]1c1cc(F)c(F)cc1F. The result is 0 (non-blocker). (4) The molecule is O=C(c1ccc2ccccc2c1)N(C1CCC1)C1CCNCC1. The result is 0 (non-blocker). (5) The molecule is COC1CC(OC2C(C)C(=O)OC(C)C(C)C(O)C(C)C(=O)C3(CO3)CC(C)C(OC3OC(C)CC([N+](C)C)C3O)C2C)OC(C)C1O. The result is 0 (non-blocker). (6) The molecule is Clc1cccc(C2CC=CCNC2)c1. The result is 0 (non-blocker). (7) The molecule is N#Cc1ccc(-c2ccc3c(c2)OC[C@H]2[C@H](CO)OC(=O)N32)cn1. The result is 0 (non-blocker). (8) The molecule is Cn1cc2cc(-c3ccc4c(c3)C3(COC(N)=N3)C3(CC3)CO4)ccc2n1. The result is 0 (non-blocker).